Dataset: Catalyst prediction with 721,799 reactions and 888 catalyst types from USPTO. Task: Predict which catalyst facilitates the given reaction. Reactant: [OH:1][C:2]1[C:9]([O:10]C)=[CH:8][C:5]([C:6]#[N:7])=[C:4]([CH2:12][C:13]2[CH:18]=[CH:17][C:16]([CH3:19])=[CH:15][CH:14]=2)[C:3]=1[C:20]#[N:21].[Cl-].[Al+3].[Cl-].[Cl-].[I-].[Na+].CO. Product: [OH:1][C:2]1[C:9]([OH:10])=[CH:8][C:5]([C:6]#[N:7])=[C:4]([CH2:12][C:13]2[CH:18]=[CH:17][C:16]([CH3:19])=[CH:15][CH:14]=2)[C:3]=1[C:20]#[N:21]. The catalyst class is: 10.